This data is from Forward reaction prediction with 1.9M reactions from USPTO patents (1976-2016). The task is: Predict the product of the given reaction. (1) Given the reactants [CH3:1][O:2][C@H:3]1[C@H:8]([NH:9]C(=O)OC(C)(C)C)[CH2:7][CH2:6][N:5]([CH3:17])[CH2:4]1.Cl, predict the reaction product. The product is: [CH3:1][O:2][C@H:3]1[C@H:8]([NH2:9])[CH2:7][CH2:6][N:5]([CH3:17])[CH2:4]1. (2) Given the reactants [Cl:1][C:2]1[C:7]([O:8][C:9]2[CH:14]=[CH:13][CH:12]=[CH:11][C:10]=2[O:15][CH3:16])=[C:6](Cl)[N:5]=[C:4]([C:18]2[CH:23]=[CH:22][N:21]=[C:20]([C:24]#[N:25])[CH:19]=2)[N:3]=1.C(N(C(C)C)C(C)C)C.[K].[CH2:36]([NH:43][S:44](=[O:47])(=[O:46])[NH2:45])[C:37]1[CH:42]=[CH:41][CH:40]=[CH:39][CH:38]=1.C(O)(=O)CC(CC(O)=O)(C(O)=O)O, predict the reaction product. The product is: [Cl:1][C:2]1[N:3]=[C:4]([C:18]2[CH:23]=[CH:22][N:21]=[C:20]([C:24]#[N:25])[CH:19]=2)[N:5]=[C:6]([NH:45][S:44](=[O:46])(=[O:47])[NH:43][CH2:36][C:37]2[CH:42]=[CH:41][CH:40]=[CH:39][CH:38]=2)[C:7]=1[O:8][C:9]1[CH:14]=[CH:13][CH:12]=[CH:11][C:10]=1[O:15][CH3:16]. (3) Given the reactants [CH3:1][N:2]([CH2:13][C:14]1[NH:18][C:17]2[CH:19]=[CH:20][CH:21]=[C:22]([N+:23]([O-])=O)[C:16]=2[N:15]=1)[CH:3]1[C:12]2[N:11]=[CH:10][CH:9]=[CH:8][C:7]=2[CH2:6][CH2:5][CH2:4]1, predict the reaction product. The product is: [NH2:23][C:22]1[C:16]2[N:15]=[C:14]([CH2:13][N:2]([CH3:1])[CH:3]3[C:12]4[N:11]=[CH:10][CH:9]=[CH:8][C:7]=4[CH2:6][CH2:5][CH2:4]3)[NH:18][C:17]=2[CH:19]=[CH:20][CH:21]=1. (4) Given the reactants [Br:1][C:2]1[C:3](Cl)=[N:4][C:5]([C:8]([F:11])([F:10])[F:9])=[CH:6][CH:7]=1.[CH3:13][O:14][CH2:15][CH2:16][O:17][Na], predict the reaction product. The product is: [Br:1][C:2]1[C:3]([O:17][CH2:16][CH2:15][O:14][CH3:13])=[N:4][C:5]([C:8]([F:11])([F:10])[F:9])=[CH:6][CH:7]=1. (5) Given the reactants [Cl:1][C:2]1[CH:3]=[C:4]([C@@H:9]([CH2:29][NH:30][CH3:31])[CH2:10][CH2:11][N:12]2[CH2:17][CH2:16][C:15]([C:24]([N:26]([CH3:28])[CH3:27])=[O:25])([N:18]3[CH2:23][CH2:22][CH2:21][CH2:20][CH2:19]3)[CH2:14][CH2:13]2)[CH:5]=[CH:6][C:7]=1[Cl:8].[C:32]([O:35][C:36]1[CH:44]=[CH:43][C:39]([C:40](Cl)=[O:41])=[CH:38][CH:37]=1)(=[O:34])[CH3:33], predict the reaction product. The product is: [C:32]([O:35][C:36]1[CH:44]=[CH:43][C:39]([C:40]([N:30]([CH2:29][C@H:9]([C:4]2[CH:5]=[CH:6][C:7]([Cl:8])=[C:2]([Cl:1])[CH:3]=2)[CH2:10][CH2:11][N:12]2[CH2:13][CH2:14][C:15]([C:24]([N:26]([CH3:28])[CH3:27])=[O:25])([N:18]3[CH2:19][CH2:20][CH2:21][CH2:22][CH2:23]3)[CH2:16][CH2:17]2)[CH3:31])=[O:41])=[CH:38][CH:37]=1)(=[O:34])[CH3:33]. (6) Given the reactants [CH2:1]([O:8][C:9]1[CH:14]=[CH:13][C:12]([Cl:15])=[CH:11][C:10]=1[C:16]1[C:17]([C:22]2[C:23]([C:28](O)=[O:29])=[CH:24][CH:25]=[CH:26][CH:27]=2)=[CH:18][CH:19]=[CH:20][CH:21]=1)[C:2]1[CH:7]=[CH:6][CH:5]=[CH:4][CH:3]=1.[C:31]1([S:37]([NH2:40])(=[O:39])=[O:38])[CH:36]=[CH:35][CH:34]=[CH:33][CH:32]=1.C(Cl)CCl.ClCCl.O1CCCC1, predict the reaction product. The product is: [CH2:1]([O:8][C:9]1[CH:14]=[CH:13][C:12]([Cl:15])=[CH:11][C:10]=1[C:16]1[C:17]([C:22]2[CH:27]=[CH:26][CH:25]=[CH:24][C:23]=2[C:28]([NH:40][S:37]([C:31]2[CH:36]=[CH:35][CH:34]=[CH:33][CH:32]=2)(=[O:39])=[O:38])=[O:29])=[CH:18][CH:19]=[CH:20][CH:21]=1)[C:2]1[CH:3]=[CH:4][CH:5]=[CH:6][CH:7]=1.